Dataset: Full USPTO retrosynthesis dataset with 1.9M reactions from patents (1976-2016). Task: Predict the reactants needed to synthesize the given product. Given the product [F:22][C:23]1([F:30])[CH2:28][CH2:27][CH:26]([NH:29][C:2]2[CH:7]=[C:6]([NH:33][CH:37]3[CH2:38][CH2:28][C:23]([F:22])([F:19])[CH2:24][CH2:39]3)[N:5]=[C:4]([C:9]3[CH:14]=[N:13][CH:12]=[C:11]([C:15]([F:18])([F:17])[F:16])[N:10]=3)[N:3]=2)[CH2:25][CH2:24]1, predict the reactants needed to synthesize it. The reactants are: Cl[C:2]1[CH:7]=[C:6](Cl)[N:5]=[C:4]([C:9]2[CH:14]=[N:13][CH:12]=[C:11]([C:15]([F:18])([F:17])[F:16])[N:10]=2)[N:3]=1.[F-:19].[Cs+].Cl.[F:22][C:23]1([F:30])[CH2:28][CH2:27][CH:26]([NH2:29])[CH2:25][CH2:24]1.CC[N:33]([CH:37]([CH3:39])[CH3:38])C(C)C.